This data is from Forward reaction prediction with 1.9M reactions from USPTO patents (1976-2016). The task is: Predict the product of the given reaction. (1) The product is: [CH2:1]([O:4][C:5]1[CH:6]=[C:7]([CH:10]=[CH:11][C:12]=1[O:13][CH3:14])[CH2:8][Br:16])[CH2:2][CH3:3]. Given the reactants [CH2:1]([O:4][C:5]1[CH:6]=[C:7]([CH:10]=[CH:11][C:12]=1[O:13][CH3:14])[CH2:8]O)[CH2:2][CH3:3].P(Br)(Br)[Br:16], predict the reaction product. (2) Given the reactants Cl[C:2]([O:4][CH2:5][CH:6]=[CH2:7])=[O:3].[CH:8]1[C:17]2[C:12](=[CH:13][CH:14]=[CH:15][CH:16]=2)[CH:11]=[CH:10][N:9]=1.[CH3:18][C:19]1[C:24]([O:25][CH3:26])=[CH:23][CH:22]=[C:21]([CH3:27])[C:20]=1[Mg]Br, predict the reaction product. The product is: [CH2:5]([O:4][C:2]([N:9]1[CH:10]=[CH:11][C:12]2[C:17](=[CH:16][CH:15]=[CH:14][CH:13]=2)[CH:8]1[C:20]1[C:21]([CH3:27])=[CH:22][CH:23]=[C:24]([O:25][CH3:26])[C:19]=1[CH3:18])=[O:3])[CH:6]=[CH2:7]. (3) Given the reactants [ClH:1].[NH2:2][C:3]([CH3:24])([CH2:6][CH2:7][C:8]1[S:9][CH:10]=[C:11]([C:13]#[C:14][CH2:15][CH2:16][CH2:17][C:18]2[CH:23]=[CH:22][CH:21]=[CH:20][CH:19]=2)[CH:12]=1)[CH2:4][OH:5].S(=O)(=O)(O)[OH:26].[OH-].[Na+], predict the reaction product. The product is: [ClH:1].[NH2:2][C:3]([CH3:24])([CH2:6][CH2:7][C:8]1[S:9][CH:10]=[C:11]([C:13](=[O:26])[CH2:14][CH2:15][CH2:16][CH2:17][C:18]2[CH:19]=[CH:20][CH:21]=[CH:22][CH:23]=2)[CH:12]=1)[CH2:4][OH:5]. (4) Given the reactants [NH2:1][CH2:2][CH2:3][CH2:4][N:5]1[C:17]2[C:16]3[CH:15]=[CH:14][CH:13]=[CH:12][C:11]=3[N:10]=[C:9]([NH2:18])[C:8]=2[N:7]=[C:6]1[CH2:19][CH2:20][O:21][CH3:22].[C:23]1([N:29]=[C:30]=[O:31])[CH:28]=[CH:27][CH:26]=[CH:25][CH:24]=1, predict the reaction product. The product is: [NH2:18][C:9]1[C:8]2[N:7]=[C:6]([CH2:19][CH2:20][O:21][CH3:22])[N:5]([CH2:4][CH2:3][CH2:2][NH:1][C:30]([NH:29][C:23]3[CH:28]=[CH:27][CH:26]=[CH:25][CH:24]=3)=[O:31])[C:17]=2[C:16]2[CH:15]=[CH:14][CH:13]=[CH:12][C:11]=2[N:10]=1. (5) Given the reactants C[O:2][C:3](=[O:35])[CH:4]([NH:12][C:13](=[O:34])[C:14]1[CH:19]=[CH:18][C:17]([C:20]2[CH:21]=[N:22][C:23]([O:26][CH2:27][C:28]3[CH:33]=[CH:32][CH:31]=[CH:30][CH:29]=3)=[CH:24][CH:25]=2)=[CH:16][CH:15]=1)[CH2:5][C:6]1[CH:11]=[CH:10][CH:9]=[CH:8][CH:7]=1.[OH-].[Na+:37], predict the reaction product. The product is: [CH2:27]([O:26][C:23]1[N:22]=[CH:21][C:20]([C:17]2[CH:18]=[CH:19][C:14]([C:13]([NH:12][CH:4]([CH2:5][C:6]3[CH:11]=[CH:10][CH:9]=[CH:8][CH:7]=3)[C:3]([O-:35])=[O:2])=[O:34])=[CH:15][CH:16]=2)=[CH:25][CH:24]=1)[C:28]1[CH:29]=[CH:30][CH:31]=[CH:32][CH:33]=1.[Na+:37]. (6) Given the reactants [C:1]1([C@@H:7]2[CH2:9][C@H:8]2[C:10](Cl)=[O:11])[CH:6]=[CH:5][CH:4]=[CH:3][CH:2]=1.[CH:13]1([N:20]2[CH2:25][CH2:24][NH:23][CH2:22][CH2:21]2)[CH2:19][CH2:18][CH2:17][CH2:16][CH2:15][CH2:14]1, predict the reaction product. The product is: [CH:13]1([N:20]2[CH2:25][CH2:24][N:23]([C:10]([C@@H:8]3[CH2:9][C@H:7]3[C:1]3[CH:6]=[CH:5][CH:4]=[CH:3][CH:2]=3)=[O:11])[CH2:22][CH2:21]2)[CH2:19][CH2:18][CH2:17][CH2:16][CH2:15][CH2:14]1. (7) Given the reactants [CH2:1]([C@@H:3]1[CH2:8][C@H:7]2[CH2:9][C@@H:4]1[C:5](=[O:10])[O:6]2)[CH3:2].[NH:11]([C:13]1[N:14]=[C:15]2[CH:21]=[CH:20][N:19]([S:22]([C:25]3[CH:31]=[CH:30][C:28]([CH3:29])=[CH:27][CH:26]=3)(=[O:24])=[O:23])[C:16]2=[N:17][CH:18]=1)[NH2:12].C[Al](C)C.Cl, predict the reaction product. The product is: [CH2:1]([C@@H:3]1[CH2:8][C@H:7]([OH:6])[CH2:9][C@@H:4]1[C:5]([NH:12][NH:11][C:13]1[N:14]=[C:15]2[CH:21]=[CH:20][N:19]([S:22]([C:25]3[CH:31]=[CH:30][C:28]([CH3:29])=[CH:27][CH:26]=3)(=[O:24])=[O:23])[C:16]2=[N:17][CH:18]=1)=[O:10])[CH3:2]. (8) Given the reactants [CH3:1][O:2][C:3](=[O:37])[C:4]([C:16]1[CH:21]=[CH:20][C:19]([O:22][C:23]2[CH:28]=[CH:27][C:26]([CH:29]=[C:30]3[S:34][C:33](=[O:35])[NH:32][C:31]3=[O:36])=[CH:25][CH:24]=2)=[CH:18][CH:17]=1)=[CH:5][C:6]1[CH:11]=[C:10]([O:12][CH3:13])[CH:9]=[C:8]([O:14][CH3:15])[CH:7]=1.C([O-])=O.[NH4+].O=O, predict the reaction product. The product is: [CH3:1][O:2][C:3](=[O:37])[C:4]([C:16]1[CH:21]=[CH:20][C:19]([O:22][C:23]2[CH:28]=[CH:27][C:26]([CH2:29][CH:30]3[S:34][C:33](=[O:35])[NH:32][C:31]3=[O:36])=[CH:25][CH:24]=2)=[CH:18][CH:17]=1)=[CH:5][C:6]1[CH:11]=[C:10]([O:12][CH3:13])[CH:9]=[C:8]([O:14][CH3:15])[CH:7]=1. (9) Given the reactants [CH3:1][O:2][C:3]1[CH:15]=[CH:14][C:6]2[C:7]([CH2:10][C:11]([OH:13])=[O:12])=[CH:8][O:9][C:5]=2[CH:4]=1.OS(O)(=O)=O.[CH3:21]O, predict the reaction product. The product is: [CH3:1][O:2][C:3]1[CH:15]=[CH:14][C:6]2[C:7]([CH2:10][C:11]([O:13][CH3:21])=[O:12])=[CH:8][O:9][C:5]=2[CH:4]=1.